From a dataset of Catalyst prediction with 721,799 reactions and 888 catalyst types from USPTO. Predict which catalyst facilitates the given reaction. (1) Reactant: [CH3:1][N:2]1[C:6]([CH3:7])=[CH:5][C:4]([CH2:8][N:9]2[C:17]3[C:12](=[C:13]([NH:18][C:19]([C:21]4[N:25]5[CH:26]=[CH:27][C:28]([C:30]6[O:31][C:32]([CH:35]=O)=[CH:33][CH:34]=6)=[CH:29][C:24]5=[N:23][CH:22]=4)=[O:20])[CH:14]=[CH:15][CH:16]=3)[C:11]([CH2:37][CH3:38])=[N:10]2)=[N:3]1.C1COCC1.[CH3:44][NH:45][CH3:46].C(O[BH-](OC(=O)C)OC(=O)C)(=O)C.[Na+]. Product: [CH3:1][N:2]1[C:6]([CH3:7])=[CH:5][C:4]([CH2:8][N:9]2[C:17]3[C:12](=[C:13]([NH:18][C:19]([C:21]4[N:25]5[CH:26]=[CH:27][C:28]([C:30]6[O:31][C:32]([CH2:35][N:45]([CH3:46])[CH3:44])=[CH:33][CH:34]=6)=[CH:29][C:24]5=[N:23][CH:22]=4)=[O:20])[CH:14]=[CH:15][CH:16]=3)[C:11]([CH2:37][CH3:38])=[N:10]2)=[N:3]1. The catalyst class is: 61. (2) Reactant: [Cl:1][C:2]1[CH:3]=[C:4]([NH:8][C:9]2[C:14]3[CH:15]=[CH:16][N:17]([CH2:18][CH3:19])[C:13]=3[C:12]([C:20](O)=[O:21])=[CH:11][N:10]=2)[CH:5]=[CH:6][CH:7]=1.Cl.C(N=C=NCCCN(C)C)C.O.ON1C2C=CC=CC=2N=N1.[NH:46]1[CH2:51][CH2:50][O:49][CH2:48][CH2:47]1.C(N1CCOCC1)C. Product: [Cl:1][C:2]1[CH:3]=[C:4]([NH:8][C:9]2[C:14]3[CH:15]=[CH:16][N:17]([CH2:18][CH3:19])[C:13]=3[C:12]([C:20]([N:46]3[CH2:51][CH2:50][O:49][CH2:48][CH2:47]3)=[O:21])=[CH:11][N:10]=2)[CH:5]=[CH:6][CH:7]=1. The catalyst class is: 483. (3) Reactant: [Cl:1][C:2]1[CH:30]=[CH:29][CH:28]=[C:27]([C:31]([F:34])([F:33])[F:32])[C:3]=1[C:4]([N:6]1[C:14]2[C:9](=[N:10][CH:11]=[C:12]([CH2:15][OH:16])[CH:13]=2)[C:8]([C:17]2[CH:25]=[CH:24][C:20]([C:21]([O-:23])=[O:22])=[CH:19][C:18]=2[F:26])=[N:7]1)=[O:5].[CH3:35]C(OI1(OC(C)=O)(OC(C)=O)OC(=O)C2C=CC=CC1=2)=O. Product: [Cl:1][C:2]1[CH:30]=[CH:29][CH:28]=[C:27]([C:31]([F:33])([F:32])[F:34])[C:3]=1[C:4]([N:6]1[C:14]2[C:9](=[N:10][CH:11]=[C:12]([CH:15]=[O:16])[CH:13]=2)[C:8]([C:17]2[CH:25]=[CH:24][C:20]([C:21]([O:23][CH3:35])=[O:22])=[CH:19][C:18]=2[F:26])=[N:7]1)=[O:5]. The catalyst class is: 2. (4) Reactant: [Li]C(C)(C)C.Br[C:7]1[CH:16]=[CH:15][C:14]2[C:9](=[CH:10][CH:11]=[CH:12][CH:13]=2)[CH:8]=1.C(OC([N:24]1[CH2:29][CH2:28][C:27]2([CH2:34][CH2:33][C:32](=O)[CH2:31][CH2:30]2)[CH2:26][CH2:25]1)=O)(C)(C)C. Product: [CH:8]1[C:9]2[C:14](=[CH:13][CH:12]=[CH:11][CH:10]=2)[CH:15]=[CH:16][C:7]=1[C:32]1[CH2:33][CH2:34][C:27]2([CH2:28][CH2:29][NH:24][CH2:25][CH2:26]2)[CH2:30][CH:31]=1. The catalyst class is: 1. (5) Reactant: C([Li])CCC.Br[C:7]1[CH:8]=[N:9][C:10]([Cl:14])=[C:11]([F:13])[CH:12]=1.B(OC)(OC)[O:16]C.[OH-].[Na+].OO. Product: [Cl:14][C:10]1[N:9]=[CH:8][C:7]([OH:16])=[CH:12][C:11]=1[F:13]. The catalyst class is: 11. (6) Reactant: Cl.Cl.[N:3]1[CH:8]=[CH:7][C:6]([C:9]2[N:17]=[CH:16][CH:15]=[CH:14][C:10]=2[C:11]([OH:13])=O)=[N:5][CH:4]=1.Cl.[F:19][C:20]1[CH:33]=[CH:32][C:23]([CH2:24][C:25]2([OH:31])[CH2:30][CH2:29][NH:28][CH2:27][CH2:26]2)=[CH:22][CH:21]=1.CN(C(ON1N=NC2C=CC=NC1=2)=[N+](C)C)C.F[P-](F)(F)(F)(F)F.C(N(CC)CC)C. Product: [F:19][C:20]1[CH:21]=[CH:22][C:23]([CH2:24][C:25]2([OH:31])[CH2:26][CH2:27][N:28]([C:11]([C:10]3[C:9]([C:6]4[CH:7]=[CH:8][N:3]=[CH:4][N:5]=4)=[N:17][CH:16]=[CH:15][CH:14]=3)=[O:13])[CH2:29][CH2:30]2)=[CH:32][CH:33]=1. The catalyst class is: 18. (7) Reactant: FC(F)(F)C(O)=O.[CH3:8][C:9]1[N:13]([C@@H:14]2[CH2:19][CH2:18][N:17]([CH2:20][C@@H:21]3[CH2:29][C:28]4[C:23](=[CH:24][CH:25]=[C:26]([NH:30][C:31](=[O:35])[CH:32]([CH3:34])[CH3:33])[CH:27]=4)[CH2:22]3)[CH2:16][C@H:15]2[OH:36])[C:12]2[CH:37]=[CH:38][C:39]([CH3:41])=[CH:40][C:11]=2[N:10]=1.C(N(C(C)C)CC)(C)C.[CH3:51][S:52](Cl)(=[O:54])=[O:53].C([O-])(O)=O.[Na+]. Product: [CH3:8][C:9]1[N:13]([CH:14]2[CH2:19][CH2:18][N:17]([CH2:20][C@H:21]3[CH2:29][C:28]4[C:23](=[CH:24][CH:25]=[C:26]([NH:30][C:31](=[O:35])[CH:32]([CH3:34])[CH3:33])[CH:27]=4)[CH2:22]3)[CH2:16][CH:15]2[O:36][S:52]([CH3:51])(=[O:54])=[O:53])[C:12]2[CH:37]=[CH:38][C:39]([CH3:41])=[CH:40][C:11]=2[N:10]=1. The catalyst class is: 2. (8) Reactant: [CH3:1][C:2]1[S:3][C:4]([C:10]2[CH:15]=[CH:14][CH:13]=[CH:12][CH:11]=2)=[C:5]([C:7]([OH:9])=O)[N:6]=1.CCN(C(C)C)C(C)C.CN(C(ON1N=NC2C=CC=CC1=2)=[N+](C)C)C.[B-](F)(F)(F)F.[Br:47][C:48]1[CH:49]=[CH:50][C:51]2[N:52]([CH:55]=[C:56]([CH2:58][C@@H:59]3[CH2:64][CH2:63][CH2:62][CH2:61][NH:60]3)[N:57]=2)[C:53]=1[CH3:54]. Product: [Br:47][C:48]1[CH:49]=[CH:50][C:51]2[N:52]([CH:55]=[C:56]([CH2:58][C@@H:59]3[CH2:64][CH2:63][CH2:62][CH2:61][N:60]3[C:7]([C:5]3[N:6]=[C:2]([CH3:1])[S:3][C:4]=3[C:10]3[CH:15]=[CH:14][CH:13]=[CH:12][CH:11]=3)=[O:9])[N:57]=2)[C:53]=1[CH3:54]. The catalyst class is: 163. (9) Reactant: [O:1]=[C:2]1[NH:8][CH2:7][CH2:6][CH2:5][N:4]2[C:9]3[N:15]=[C:14]([C:16]([NH:18][C:19]4[CH:24]=[CH:23][CH:22]=[C:21]([C:25]5[N:26]=[CH:27][N:28](C(C6C=CC=CC=6)(C6C=CC=CC=6)C6C=CC=CC=6)[CH:29]=5)[CH:20]=4)=[O:17])[CH:13]=[CH:12][C:10]=3[CH:11]=[C:3]12.C(O)(C(F)(F)F)=O. Product: [NH:28]1[CH:29]=[C:25]([C:21]2[CH:20]=[C:19]([NH:18][C:16]([C:14]3[CH:13]=[CH:12][C:10]4[CH:11]=[C:3]5[C:2](=[O:1])[NH:8][CH2:7][CH2:6][CH2:5][N:4]5[C:9]=4[N:15]=3)=[O:17])[CH:24]=[CH:23][CH:22]=2)[N:26]=[CH:27]1. The catalyst class is: 2. (10) Reactant: [CH2:1]([C:3]1[CH:30]=[CH:29][C:6]([CH2:7][O:8][C:9]2[CH:14]=[CH:13][C:12]([C:15]3([OH:26])[CH2:18][N:17](C(OC(C)(C)C)=O)[CH2:16]3)=[CH:11][C:10]=2[O:27][CH3:28])=[CH:5][CH:4]=1)[CH3:2].[ClH:31].C(OCC)(=O)C. Product: [ClH:31].[CH2:1]([C:3]1[CH:30]=[CH:29][C:6]([CH2:7][O:8][C:9]2[CH:14]=[CH:13][C:12]([C:15]3([OH:26])[CH2:18][NH:17][CH2:16]3)=[CH:11][C:10]=2[O:27][CH3:28])=[CH:5][CH:4]=1)[CH3:2]. The catalyst class is: 13.